The task is: Predict which catalyst facilitates the given reaction.. This data is from Catalyst prediction with 721,799 reactions and 888 catalyst types from USPTO. (1) Reactant: [NH2:1][C:2]1[CH:7]=[C:6]([CH2:8][N:9]2[C:14]3[CH:15]=[CH:16][CH:17]=[CH:18][C:13]=3[C:12](=[O:19])[O:11][C:10]2=[O:20])[CH:5]=[CH:4][N:3]=1.[C:21]([O:24][CH2:25][C:26](Cl)=[O:27])(=[O:23])[CH3:22]. Product: [O:20]=[C:10]1[N:9]([CH2:8][C:6]2[CH:5]=[CH:4][N:3]=[C:2]([NH:1][C:26]([CH2:25][O:24][C:21](=[O:23])[CH3:22])=[O:27])[CH:7]=2)[C:14]2[CH:15]=[CH:16][CH:17]=[CH:18][C:13]=2[C:12](=[O:19])[O:11]1. The catalyst class is: 17. (2) The catalyst class is: 36. Product: [C:15]([O:19][C:20]([N:22]1[CH2:27][CH2:26][CH:25]([NH:3][CH2:4][CH:5]([OH:6])[C:7]2[CH:12]=[CH:11][N:10]=[C:9]([S:13][CH3:14])[N:8]=2)[CH2:24][CH2:23]1)=[O:21])([CH3:18])([CH3:16])[CH3:17]. Reactant: Cl.Cl.[NH2:3][CH2:4][CH:5]([C:7]1[CH:12]=[CH:11][N:10]=[C:9]([S:13][CH3:14])[N:8]=1)[OH:6].[C:15]([O:19][C:20]([N:22]1[CH2:27][CH2:26][C:25](=O)[CH2:24][CH2:23]1)=[O:21])([CH3:18])([CH3:17])[CH3:16].CC(O)=O.C(O[BH-](OC(=O)C)OC(=O)C)(=O)C.[Na+]. (3) Reactant: [CH:1]1([CH2:4][C:5]2[N:6]=[C:7]([CH3:27])[NH:8][C:9](=[O:26])[C:10]=2[CH2:11][C:12]2[CH:17]=[CH:16][C:15]([C:18]3[C:19]([C:24]#[N:25])=[CH:20][CH:21]=[CH:22][CH:23]=3)=[CH:14][CH:13]=2)[CH2:3][CH2:2]1.[C:28]1(B(O)O)[CH:33]=[CH:32][CH:31]=[CH:30][CH:29]=1.[N:37]1C=CC=CC=1.C(N(CC)CC)C.[C:50]([O:53]CC)(=[O:52])C. Product: [CH:1]1([CH2:4][C:5]2[N:6]=[C:7]([CH3:27])[N:8]([C:28]3[CH:33]=[CH:32][CH:31]=[CH:30][CH:29]=3)[C:9](=[O:26])[C:10]=2[CH2:11][C:12]2[CH:17]=[CH:16][C:15]([C:18]3[CH:23]=[CH:22][CH:21]=[CH:20][C:19]=3[C:24]3[NH:37][C:50](=[O:52])[O:53][N:25]=3)=[CH:14][CH:13]=2)[CH2:3][CH2:2]1. The catalyst class is: 732. (4) Reactant: [CH2:1]([N:8]1[C:17]2[C:12](=[CH:13][C:14]([CH3:18])=[CH:15][CH:16]=2)[C:11](Cl)=[C:10]([C:20]#[N:21])[C:9]1=[O:22])[C:2]1[CH:7]=[CH:6][CH:5]=[CH:4][CH:3]=1.[NH:23]1[CH2:28][CH2:27][NH:26][CH2:25][CH2:24]1. Product: [CH2:1]([N:8]1[C:17]2[C:12](=[CH:13][C:14]([CH3:18])=[CH:15][CH:16]=2)[C:11]([N:23]2[CH2:28][CH2:27][NH:26][CH2:25][CH2:24]2)=[C:10]([C:20]#[N:21])[C:9]1=[O:22])[C:2]1[CH:7]=[CH:6][CH:5]=[CH:4][CH:3]=1. The catalyst class is: 4. (5) Reactant: [CH3:1][O:2][C:3]1[CH:8]=[CH:7][C:6]([OH:9])=[CH:5][CH:4]=1.C([O-])([O-])=O.[K+].[K+].[CH2:16](Br)[CH:17]=[CH2:18]. Product: [CH2:16]([O:9][C:6]1[CH:7]=[CH:8][C:3]([O:2][CH3:1])=[CH:4][CH:5]=1)[CH:17]=[CH2:18]. The catalyst class is: 10. (6) Reactant: [NH:1]1[CH:5]=[C:4]([C:6]2[CH:11]=[C:10]([C:12]([O:14]C)=[O:13])[CH:9]=[CH:8][N:7]=2)[N:3]=[CH:2]1.[F:16][C:17]1[CH:25]=[CH:24][CH:23]=[CH:22][C:18]=1[CH2:19][CH2:20]Br.[OH-].[Na+]. The catalyst class is: 5. Product: [F:16][C:17]1[CH:25]=[CH:24][CH:23]=[CH:22][C:18]=1[CH2:19][CH2:20][N:1]1[CH:5]=[C:4]([C:6]2[CH:11]=[C:10]([C:12]([OH:14])=[O:13])[CH:9]=[CH:8][N:7]=2)[N:3]=[CH:2]1.